From a dataset of Forward reaction prediction with 1.9M reactions from USPTO patents (1976-2016). Predict the product of the given reaction. (1) Given the reactants [CH2:1]([N:8]1[CH2:12][CH:11]([C:13]2[CH:18]=[CH:17][C:16]([F:19])=[CH:15][C:14]=2[CH3:20])[CH:10]([NH2:21])[CH2:9]1)[C:2]1[CH:7]=[CH:6][CH:5]=[CH:4][CH:3]=1.[C:22]([O-])([O-])=O.[K+].[K+].ClC(OCC)=O.B, predict the reaction product. The product is: [CH2:1]([N:8]1[CH2:12][C@@H:11]([C:13]2[CH:18]=[CH:17][C:16]([F:19])=[CH:15][C:14]=2[CH3:20])[C@H:10]([NH:21][CH3:22])[CH2:9]1)[C:2]1[CH:7]=[CH:6][CH:5]=[CH:4][CH:3]=1. (2) Given the reactants [CH2:1]([O:3][C:4]([CH:6]1[CH2:8][CH:7]1[C:9](=O)[C:10]1[CH:15]=[C:14]([C:16]#[N:17])[CH:13]=[CH:12][C:11]=1[F:18])=[O:5])[CH3:2].[C:20]1([CH3:31])[CH:25]=[CH:24][C:23]([S:26]([NH:29]N)(=[O:28])=[O:27])=[CH:22][CH:21]=1.[CH2:32](O)C, predict the reaction product. The product is: [CH2:1]([O:3][C:4]([CH:6]1[CH2:8][CH:7]1[C:9]([C:10]1[CH:15]=[C:14]([C:16]#[N:17])[CH:13]=[CH:12][C:11]=1[F:18])=[CH:32][NH:29][S:26]([C:23]1[CH:24]=[CH:25][C:20]([CH3:31])=[CH:21][CH:22]=1)(=[O:28])=[O:27])=[O:5])[CH3:2]. (3) Given the reactants C([O-])(=O)CCCC[CH2:6][C:7](C)([CH3:9])[CH3:8].[CH2:13]([C:15]1[CH:20]=[CH:19][C:18]([N:21]2[C:25](=[O:26])[CH:24]=[CH:23][C:22]2=[O:27])=[CH:17][CH:16]=1)[CH3:14].C=C(C)C, predict the reaction product. The product is: [CH2:13]([C:15]1[CH:20]=[CH:19][C:18]([N:21]2[C:25](=[O:26])[CH:24]=[CH:23][C:22]2=[O:27])=[CH:17][CH:16]=1)[CH3:14].[CH2:6]=[C:7]([CH3:9])[CH3:8]. (4) Given the reactants [F:1][C:2]1[CH:3]=[CH:4][C:5]([C:8]([OH:10])=O)=[N:6][CH:7]=1.[Cl-].COC1N=C(OC)N=C([N+]2(C)CCOCC2)N=1.[NH2:29][C:30]1[CH:31]=[CH:32][C:33]([F:57])=[C:34]([C@:36]2([CH3:56])[CH2:41][N:40]3[C:42]([C:46]#[N:47])=[C:43]([Cl:45])[N:44]=[C:39]3[C:38]([NH:48][C:49](=[O:55])[O:50][C:51]([CH3:54])([CH3:53])[CH3:52])=[N:37]2)[CH:35]=1, predict the reaction product. The product is: [Cl:45][C:43]1[N:44]=[C:39]2[C:38]([NH:48][C:49](=[O:55])[O:50][C:51]([CH3:54])([CH3:53])[CH3:52])=[N:37][C@@:36]([C:34]3[CH:35]=[C:30]([NH:29][C:8]([C:5]4[CH:4]=[CH:3][C:2]([F:1])=[CH:7][N:6]=4)=[O:10])[CH:31]=[CH:32][C:33]=3[F:57])([CH3:56])[CH2:41][N:40]2[C:42]=1[C:46]#[N:47]. (5) Given the reactants [CH3:1][O:2][C:3]1[C:8]([C:9]([NH2:11])=[O:10])=[C:7]([O:12][CH3:13])[N:6]=[CH:5][N:4]=1.Br[CH2:15][C:16](OC)(OC)[CH3:17], predict the reaction product. The product is: [CH3:13][O:12][C:7]1[C:8]([C:9]2[O:10][CH:15]=[C:16]([CH3:17])[N:11]=2)=[C:3]([O:2][CH3:1])[N:4]=[CH:5][N:6]=1.